This data is from Full USPTO retrosynthesis dataset with 1.9M reactions from patents (1976-2016). The task is: Predict the reactants needed to synthesize the given product. (1) Given the product [Br:7][C:8]1[N:9]=[CH:10][C:11]2[CH:15]=[C:16]([C:17]3[CH:18]=[N:19][N:20]([CH3:22])[CH:21]=3)[NH:14][C:12]=2[CH:13]=1, predict the reactants needed to synthesize it. The reactants are: CC(C)([O-])C.[K+].[Br:7][C:8]1[CH:13]=[C:12]([NH2:14])[C:11]([C:15]#[C:16][C:17]2[CH:18]=[N:19][N:20]([CH3:22])[CH:21]=2)=[CH:10][N:9]=1.[Cl-].[NH4+].O. (2) Given the product [O:11]1[CH:12]=[C:8]([C:5]2[CH:6]=[CH:7][C:2]([B:13]3[O:17][C:16]([CH3:19])([CH3:18])[C:15]([CH3:21])([CH3:20])[O:14]3)=[CH:3][CH:4]=2)[N:9]=[CH:10]1, predict the reactants needed to synthesize it. The reactants are: Br[C:2]1[CH:7]=[CH:6][C:5]([C:8]2[N:9]=[CH:10][O:11][CH:12]=2)=[CH:4][CH:3]=1.[B:13]1([B:13]2[O:17][C:16]([CH3:19])([CH3:18])[C:15]([CH3:21])([CH3:20])[O:14]2)[O:17][C:16]([CH3:19])([CH3:18])[C:15]([CH3:21])([CH3:20])[O:14]1.C([O-])(=O)C.[K+]. (3) Given the product [C:1]1([CH2:7][CH2:8][CH2:9][CH:10]([NH:20][C:21]([CH:23]2[CH2:28][CH2:27][CH2:26][CH2:25][NH:24]2)=[O:22])[CH2:11][CH2:12][CH2:13][C:14]2[CH:19]=[CH:18][CH:17]=[CH:16][CH:15]=2)[CH:2]=[CH:3][CH:4]=[CH:5][CH:6]=1, predict the reactants needed to synthesize it. The reactants are: [C:1]1([CH2:7][CH2:8][CH2:9][CH:10]([NH:20][C:21]([CH:23]2[CH2:28][CH2:27][CH2:26][CH2:25][N:24]2C(OC(C)(C)C)=O)=[O:22])[CH2:11][CH2:12][CH2:13][C:14]2[CH:19]=[CH:18][CH:17]=[CH:16][CH:15]=2)[CH:6]=[CH:5][CH:4]=[CH:3][CH:2]=1.FC(F)(F)C(O)=O. (4) Given the product [Br:13][C:6]1[C:2]([CH3:1])=[N:3][O:4][C:5]=1[C:7]1[CH:8]=[CH:9][CH:10]=[CH:11][CH:12]=1, predict the reactants needed to synthesize it. The reactants are: [CH3:1][C:2]1[CH:6]=[C:5]([C:7]2[CH:12]=[CH:11][CH:10]=[CH:9][CH:8]=2)[O:4][N:3]=1.[Br:13]N1C(=O)CCC1=O.O. (5) Given the product [Br:11][C:12]1[CH:13]=[C:14]([CH:18]=[CH:19][CH:20]=1)[C:15]([C:2]1[C:3]([C:9]#[N:10])=[N:4][CH:5]=[C:6]([Cl:8])[CH:7]=1)=[O:16], predict the reactants needed to synthesize it. The reactants are: Br[C:2]1[C:3]([C:9]#[N:10])=[N:4][CH:5]=[C:6]([Cl:8])[CH:7]=1.[Br:11][C:12]1[CH:13]=[C:14]([CH:18]=[CH:19][CH:20]=1)[C:15](Cl)=[O:16].